From a dataset of Catalyst prediction with 721,799 reactions and 888 catalyst types from USPTO. Predict which catalyst facilitates the given reaction. (1) The catalyst class is: 5. Product: [NH2:61][CH2:60][CH2:59][O:58][C:55]1[CH:56]=[CH:57][C:52]([CH2:51][C:49]2[C:48]([CH3:73])=[CH:47][C:46]([O:74][CH2:75][C:76]3[CH:81]=[CH:80][CH:79]=[CH:78][CH:77]=3)=[C:45]([C@@H:15]3[O:16][C@H:17]([CH2:36][O:37][CH2:38][C:39]4[CH:40]=[CH:41][CH:42]=[CH:43][CH:44]=4)[C@@H:18]([O:28][CH2:29][C:30]4[CH:35]=[CH:34][CH:33]=[CH:32][CH:31]=4)[C@H:19]([O:20][CH2:21][C:22]4[CH:27]=[CH:26][CH:25]=[CH:24][CH:23]=4)[C@H:14]3[O:13][CH2:6][C:7]3[CH:8]=[CH:9][CH:10]=[CH:11][CH:12]=3)[CH:50]=2)=[C:53]([CH3:72])[CH:54]=1. Reactant: O1CCCC1.[CH2:6]([O:13][C@@H:14]1[C@@H:19]([O:20][CH2:21][C:22]2[CH:27]=[CH:26][CH:25]=[CH:24][CH:23]=2)[C@H:18]([O:28][CH2:29][C:30]2[CH:35]=[CH:34][CH:33]=[CH:32][CH:31]=2)[C@@H:17]([CH2:36][O:37][CH2:38][C:39]2[CH:44]=[CH:43][CH:42]=[CH:41][CH:40]=2)[O:16][C@H:15]1[C:45]1[CH:50]=[C:49]([CH2:51][C:52]2[CH:57]=[CH:56][C:55]([O:58][CH2:59][CH2:60][N:61]3C(=O)C4C(=CC=CC=4)C3=O)=[CH:54][C:53]=2[CH3:72])[C:48]([CH3:73])=[CH:47][C:46]=1[O:74][CH2:75][C:76]1[CH:81]=[CH:80][CH:79]=[CH:78][CH:77]=1)[C:7]1[CH:12]=[CH:11][CH:10]=[CH:9][CH:8]=1.O.NN.[OH-].[Na+]. (2) The catalyst class is: 15. Product: [CH:15]1([C:5]2[C:4]([C:1]3[NH:22][CH:24]=[N:27][N:2]=3)=[CH:13][C:8]([C:9]([O:11][CH3:12])=[O:10])=[C:7]([CH3:14])[CH:6]=2)[CH2:18][CH2:17][CH2:16]1. Reactant: [C:1]([C:4]1[C:5]([CH:15]2[CH2:18][CH2:17][CH2:16]2)=[CH:6][C:7]([CH3:14])=[C:8]([CH:13]=1)[C:9]([O:11][CH3:12])=[O:10])(=O)[NH2:2].COC(OC)[N:22]([CH3:24])C.[NH2:27]N. (3) Reactant: [F:1][C:2]([F:43])([F:42])[C:3]1[CH:4]=[C:5]([C:13]([CH3:41])([CH3:40])[C:14]([N:16]([C:18]2[C:19]([C:32]3[CH:37]=[CH:36][C:35]([F:38])=[CH:34][C:33]=3[CH3:39])=[CH:20][C:21]([N:24]3[CH2:29][CH2:28][CH:27]([CH2:30][OH:31])[CH2:26][CH2:25]3)=[N:22][CH:23]=2)[CH3:17])=[O:15])[CH:6]=[C:7]([C:9]([F:12])([F:11])[F:10])[CH:8]=1.[CH3:44][S:45](Cl)(=[O:47])=[O:46].C(N(CC)CC)C. Product: [F:43][C:2]([F:1])([F:42])[C:3]1[CH:4]=[C:5]([C:13]([CH3:40])([CH3:41])[C:14]([N:16]([CH3:17])[C:18]2[C:19]([C:32]3[CH:37]=[CH:36][C:35]([F:38])=[CH:34][C:33]=3[CH3:39])=[CH:20][C:21]([N:24]3[CH2:25][CH2:26][CH:27]([CH2:30][O:31][S:45]([CH3:44])(=[O:47])=[O:46])[CH2:28][CH2:29]3)=[N:22][CH:23]=2)=[O:15])[CH:6]=[C:7]([C:9]([F:10])([F:11])[F:12])[CH:8]=1. The catalyst class is: 46.